From a dataset of Catalyst prediction with 721,799 reactions and 888 catalyst types from USPTO. Predict which catalyst facilitates the given reaction. (1) Reactant: [C:1]1([NH2:8])[CH:6]=[CH:5][CH:4]=[CH:3][C:2]=1[NH2:7].[CH3:9][C:10]([O:13][C:14](O[C:14]([O:13][C:10]([CH3:12])([CH3:11])[CH3:9])=[O:15])=[O:15])([CH3:12])[CH3:11]. Product: [NH2:7][C:2]1[CH:3]=[CH:4][CH:5]=[CH:6][C:1]=1[NH:8][C:14](=[O:15])[O:13][C:10]([CH3:12])([CH3:11])[CH3:9]. The catalyst class is: 1. (2) Reactant: Cl[C:2]1[N:9]=[C:8]([NH:10][CH2:11][C:12]([CH3:15])([CH3:14])[CH3:13])[C:7]([F:16])=[CH:6][C:3]=1[C:4]#[N:5].[NH2:17][C:18]1[CH:19]=[C:20]([CH:26]=[CH:27][C:28]=1[CH3:29])[C:21]([NH:23][O:24][CH3:25])=[O:22].[F-].[K+]. Product: [C:4]([C:3]1[C:2]([NH:17][C:18]2[CH:19]=[C:20]([CH:26]=[CH:27][C:28]=2[CH3:29])[C:21]([NH:23][O:24][CH3:25])=[O:22])=[N:9][C:8]([NH:10][CH2:11][C:12]([CH3:15])([CH3:14])[CH3:13])=[C:7]([F:16])[CH:6]=1)#[N:5]. The catalyst class is: 16. (3) Reactant: [Cl:1][C:2]1[CH:19]=[CH:18][CH:17]=[CH:16][C:3]=1[CH2:4][O:5][C:6]1[CH:14]=[CH:13][C:12]([F:15])=[CH:11][C:7]=1[C:8](O)=[O:9]. Product: [Cl:1][C:2]1[CH:19]=[CH:18][CH:17]=[CH:16][C:3]=1[CH2:4][O:5][C:6]1[CH:14]=[CH:13][C:12]([F:15])=[CH:11][C:7]=1[CH2:8][OH:9]. The catalyst class is: 1. (4) Reactant: C[O:2][C:3]([C:5]1[CH:10]=[CH:9][CH:8]=[CH:7][C:6]=1[NH:11][C:12](=[O:26])/[CH:13]=[CH:14]/[C:15]1[CH:24]=[CH:23][C:22]2[C:17](=[CH:18][CH:19]=[C:20]([F:25])[CH:21]=2)[CH:16]=1)=[O:4].[OH-].[Na+]. Product: [C:3]([C:5]1[CH:10]=[CH:9][CH:8]=[CH:7][C:6]=1[NH:11][C:12](=[O:26])/[CH:13]=[CH:14]/[C:15]1[CH:24]=[CH:23][C:22]2[C:17](=[CH:18][CH:19]=[C:20]([F:25])[CH:21]=2)[CH:16]=1)([OH:4])=[O:2]. The catalyst class is: 5.